Task: Regression. Given a target protein amino acid sequence and a drug SMILES string, predict the binding affinity score between them. We predict pKi (pKi = -log10(Ki in M); higher means stronger inhibition). Dataset: bindingdb_ki.. Dataset: Drug-target binding data from BindingDB using Ki measurements (1) The compound is Nc1nc2[nH]c(CCCc3csc(C(=O)N[C@@H](CCC(=O)O)C(=O)O)c3)cc2c(=O)[nH]1. The target protein (P22102) has sequence MAARVLIIGSGGREHTLAWKLAQSHHVKQVLVAPGNAGTACSEKISNTAISISDHTALAQFCKEKKIEFVVVGPEAPLAAGIVGNLRSAGVQCFGPTAEAAQLESSKRFAKEFMDRHGIPTAQWKAFTKPEEACSFILSADFPALVVKASGLAAGKGVIVAKSKEEACKAVQEIMQEKAFGAAGETIVIEELLDGEEVSCLCFTDGKTVAPMPPAQDHKRLLEGDGGPNTGGMGAYCPAPQVSNDLLLKIKDTVLQRTVDGMQQEGTPYTGILYAGIMLTKNGPKVLEFNCRFGDPECQVILPLLKSDLYEVIQSTLDGLLCTSLPVWLENHTALTVVMASKGYPGDYTKGVEITGFPEAQALGLEVFHAGTALKNGKVVTHGGRVLAVTAIRENLISALEEAKKGLAAIKFEGAIYRKDVGFRAIAFLQQPRSLTYKESGVDIAAGNMLVKKIQPLAKATSRSGCKVDLGGFAGLFDLKAAGFKDPLLASGTDGVGTKL.... The pKi is 7.9. (2) The compound is CCCCB(O)O. The target protein sequence is MKLSPREIEKLDLHNAGYLAQKRLARGLRLNYVETVALIATQILEFVRDGEKTVAQLMCIGRELLGRKQVLPAVPHLVESVQVEATFRDGTKLVTIHDLFACENGNLELALFGSFLPVPSLDKFTENEEDHRTPGEIICRSENLILNPRRNAIILRVVNKGDRPIQVGSHYHFIEVNPYLTFDRRKAYGMRLNIAAGNATRFEPGECKSVVLVSIGGNKVIRGGNNIADGPVNDSNCRAAMKAVVTRGFGHVEEENAREGVTGEDYSLTTVISREEYAHKYGPTTGDKIRLGDTDLFAEIEKDFAVYGDECVFGGGKVIRDGMGQSSGHPPEGSLDTVITNAVIIDYTGIIKADIGIKDGLIISTGKAGNPDIMNDVFPNMIIGANTEVIAGEGLIVTAGAIDCHVHFICPQLVYDAVTSGITTLVGGGTGPADGTRATTCTPAPNQMKLMLQSTDDMPLNFGFTGKGNSAKPDELHEIIRAGAMGLKLHEDWGTTPAAI.... The pKi is 2.8. (3) The compound is O=C(NOP(=O)(O)OC[C@H]1O[C@@H](n2cnc3cncnc32)[C@H](O)[C@@H]1O)c1ccccc1O. The target protein (P10378) has sequence MSIPFTRWPEEFARRYREKGYWQDLPLTDILTRHAASDSIAVIDGERQLSYRELNQAADNLACSLRRQGIKPGETALVQLGNVAELYITFFALLKLGVAPVLALFSHQRSELNAYASQIEPALLIADRQHALFSGDDFLNTFVTEHSSIRVVQLLNDSGEHNLQDAINHPAEDFTATPSPADEVAYFQLSGGTTGTPKLIPRTHNDYYYSVRRSVEICQFTQQTRYLCAIPAAHNYAMSSPGSLGVFLAGGTVVLAADPSATLCFPLIEKHQVNVTALVPPAVSLWLQALIEGESRAQLASLKLLQVGGARLSATLAARIPAEIGCQLQQVFGMAEGLVNYTRLDDSAEKIIHTQGYPMCPDDEVWVADAEGNPLPQGEVGRLMTRGPYTFRGYYKSPQHNASAFDANGFYCSGDLISIDPEGYITVQGREKDQINRGGEKIAAEEIENLLLRHPAVIYAALVSMEDELMGEKSCAYLVVKEPLRAVQVRRFLREQGIAE.... The pKi is 7.4. (4) The drug is CC[C@H](C)[C@@H]1NC(=O)[C@H](CC(=O)O)NC(=O)[C@@H]2CCCN2C(=O)[C@H](Cc2ccc(O)cc2)NC(=O)[C@H](Cc2ccc(O)cc2)NC(=O)[C@H](C(C)C)NC(=O)[C@@H]2CSCc3cc(cc(c3)CSC[C@@H](C(=O)N[C@@H](C)C(=O)N(C)CC(=O)N(C)CC(=O)N(C)CC(=O)N[C@H](CCCNC(=N)N)C(=O)N[C@H](CCCNC(=N)N)C(=O)O)NC1=O)CSC[C@H](NC(C)=O)C(=O)N[C@@H](CO)C(=O)N[C@@H](Cc1ccccc1)C(=O)N1CCC1C(=O)N[C@@H](Cc1ccc(O)cc1)C(=O)N[C@@H](CCCCNC(=N)N)C(=O)N2. The target protein (Q9Y337) has sequence MATARPPWMWVLCALITALLLGVTEHVLANNDVSCDHPSNTVPSGSNQDLGAGAGEDARSDDSSSRIINGSDCDMHTQPWQAALLLRPNQLYCGAVLVHPQWLLTAAHCRKKVFRVRLGHYSLSPVYESGQQMFQGVKSIPHPGYSHPGHSNDLMLIKLNRRIRPTKDVRPINVSSHCPSAGTKCLVSGWGTTKSPQVHFPKVLQCLNISVLSQKRCEDAYPRQIDDTMFCAGDKAGRDSCQGDSGGPVVCNGSLQGLVSWGDYPCARPNRPGVYTNLCKFTKWIQETIQANS. The pKi is 6.1. (5) The compound is CN[C@@H](C)C(=O)N[C@H](C(=O)N1CCC[C@H]1c1nc2c(-c3ccccc3Cl)nccc2s1)C1CCOCC1. The target protein sequence is HAARFKTFFNWPSSVLVNPEQLASAGFYYVGNSDDVKCFCCDGGLRCWESGDDPWVQHAKWFPRCEYL. The pKi is 7.0.